From a dataset of Catalyst prediction with 721,799 reactions and 888 catalyst types from USPTO. Predict which catalyst facilitates the given reaction. Reactant: C[O:2][C:3](=[O:38])[CH:4]([NH:18][C:19]([N:21]1[CH2:26][CH2:25][CH:24]([N:27]2[CH2:36][C:35]3[C:30](=[CH:31][CH:32]=[CH:33][CH:34]=3)[NH:29][C:28]2=[O:37])[CH2:23][CH2:22]1)=[O:20])[CH2:5][C:6]1[CH:7]=[C:8]2[C:12](=[C:13]([CH2:15][CH3:16])[CH:14]=1)[NH:11][N:10]=[C:9]2[CH3:17].O1CCCC1.CO.O.[OH-].[Li+]. Product: [CH2:15]([C:13]1[CH:14]=[C:6]([CH2:5][CH:4]([NH:18][C:19]([N:21]2[CH2:22][CH2:23][CH:24]([N:27]3[CH2:36][C:35]4[C:30](=[CH:31][CH:32]=[CH:33][CH:34]=4)[NH:29][C:28]3=[O:37])[CH2:25][CH2:26]2)=[O:20])[C:3]([OH:38])=[O:2])[CH:7]=[C:8]2[C:12]=1[NH:11][N:10]=[C:9]2[CH3:17])[CH3:16]. The catalyst class is: 6.